From a dataset of Reaction yield outcomes from USPTO patents with 853,638 reactions. Predict the reaction yield, written as a fraction of the theoretical maximum amount of product (1.0 means a 100% yield; for example, 0.34 means a 34% yield). (1) The reactants are [AlH4-].[Li+].[Br:3][C:4]1[CH:20]=[CH:19][C:7]2[C:8]3[N:9]=[C:10]([C:16](O)=[O:17])[S:11][C:12]=3[CH2:13][CH2:14][O:15][C:6]=2[CH:5]=1. The catalyst is O1CCCC1. The product is [Br:3][C:4]1[CH:20]=[CH:19][C:7]2[C:8]3[N:9]=[C:10]([CH2:16][OH:17])[S:11][C:12]=3[CH2:13][CH2:14][O:15][C:6]=2[CH:5]=1. The yield is 0.630. (2) The yield is 0.300. The reactants are [NH2:1][C:2]1[N:3]([CH2:27][CH3:28])[C:4]2[C:9]([C:10](=[O:25])[C:11]=1[C:12]1[N:13]([CH2:17][O:18][CH2:19][CH2:20][Si:21]([CH3:24])([CH3:23])[CH3:22])[CH:14]=[CH:15][N:16]=1)=[CH:8][CH:7]=[C:6](Cl)[N:5]=2.[F:29][C:30]([F:42])([F:41])[C:31]([C:35]1[CH:40]=[CH:39][CH:38]=[CH:37][CH:36]=1)([OH:34])[C:32]#[CH:33].CN(C=O)C. The product is [NH2:1][C:2]1[N:3]([CH2:27][CH3:28])[C:4]2[C:9]([C:10](=[O:25])[C:11]=1[C:12]1[N:13]([CH2:17][O:18][CH2:19][CH2:20][Si:21]([CH3:24])([CH3:23])[CH3:22])[CH:14]=[CH:15][N:16]=1)=[CH:8][CH:7]=[C:6]([C:33]#[C:32][C:31]([OH:34])([C:35]1[CH:40]=[CH:39][CH:38]=[CH:37][CH:36]=1)[C:30]([F:29])([F:41])[F:42])[N:5]=2. The catalyst is Cl[Pd](Cl)([P](C1C=CC=CC=1)(C1C=CC=CC=1)C1C=CC=CC=1)[P](C1C=CC=CC=1)(C1C=CC=CC=1)C1C=CC=CC=1.[Cu]I.C(N(CC)CC)C. (3) The reactants are [H-].[Al+3].[Li+].[H-].[H-].[H-].CON(C)[C:10]([C:12]1[CH:13]=[C:14]2[CH2:19][CH2:18][CH2:17][N:15]2[N:16]=1)=[O:11].S([O-])([O-])(=O)=O.[Na+].[Na+].S([O-])([O-])(=O)=O.[Mg+2]. The catalyst is O1CCCC1.O. The product is [N:16]1[N:15]2[CH2:17][CH2:18][CH2:19][C:14]2=[CH:13][C:12]=1[CH:10]=[O:11]. The yield is 0.770. (4) The reactants are Cl[C:2]1[NH:10][C:9]2[C:4](=[N:5][CH:6]=[CH:7][CH:8]=2)[C:3]=1[C:11]#[N:12].[CH3:13][N:14]([CH3:19])[CH2:15][CH2:16][NH:17][CH3:18]. No catalyst specified. The product is [CH3:13][N:14]([CH3:19])[CH2:15][CH2:16][N:17]([CH3:18])[C:2]1[NH:10][C:9]2[C:4](=[N:5][CH:6]=[CH:7][CH:8]=2)[C:3]=1[C:11]#[N:12]. The yield is 0.800. (5) The reactants are [CH3:1][O:2][C:3]1[C:4]([C:19]([F:22])([F:21])[F:20])=[CH:5][C:6]([N+:16]([O-])=O)=[C:7]([O:9][CH2:10][C:11](OCC)=[O:12])[CH:8]=1.O.O.[Sn](Cl)(Cl)(Cl)Cl.CC#N.O.FC(F)(F)C(O)=O. The catalyst is C(O)C. The product is [CH3:1][O:2][C:3]1[C:4]([C:19]([F:22])([F:21])[F:20])=[CH:5][C:6]2[NH:16][C:11](=[O:12])[CH2:10][O:9][C:7]=2[CH:8]=1. The yield is 0.730. (6) The reactants are Br[C:2]1[CH:3]=[C:4]([N:8]2[C:16]3[CH2:15][CH2:14][N:13]([C:17]4[N:22]=[CH:21][CH:20]=[CH:19][N:18]=4)[CH2:12][C:11]=3[C:10]([C:23]([O:25][CH2:26][CH3:27])=[O:24])=[N:9]2)[CH:5]=[CH:6][CH:7]=1.[C:28]([C@:30]1([OH:37])[CH2:34][CH2:33][N:32]([CH3:35])[C:31]1=[O:36])#[CH:29]. No catalyst specified. The product is [OH:37][C@@:30]1([C:28]#[C:29][C:2]2[CH:3]=[C:4]([N:8]3[C:16]4[CH2:15][CH2:14][N:13]([C:17]5[N:18]=[CH:19][CH:20]=[CH:21][N:22]=5)[CH2:12][C:11]=4[C:10]([C:23]([O:25][CH2:26][CH3:27])=[O:24])=[N:9]3)[CH:5]=[CH:6][CH:7]=2)[CH2:34][CH2:33][N:32]([CH3:35])[C:31]1=[O:36]. The yield is 0.880.